Dataset: Peptide-MHC class I binding affinity with 185,985 pairs from IEDB/IMGT. Task: Regression. Given a peptide amino acid sequence and an MHC pseudo amino acid sequence, predict their binding affinity value. This is MHC class I binding data. (1) The peptide sequence is FPRSAERAG. The MHC is HLA-B40:01 with pseudo-sequence HLA-B40:01. The binding affinity (normalized) is 0.0847. (2) The peptide sequence is VPGPHRTIH. The MHC is HLA-B07:02 with pseudo-sequence HLA-B07:02. The binding affinity (normalized) is 0.280. (3) The peptide sequence is NMDKAVKLY. The MHC is HLA-A02:03 with pseudo-sequence HLA-A02:03. The binding affinity (normalized) is 0.0847. (4) The peptide sequence is RDETHLEVQGY. The binding affinity (normalized) is 0.284. The MHC is Mamu-A02 with pseudo-sequence Mamu-A02. (5) The peptide sequence is FYSEESPTEY. The MHC is HLA-A26:01 with pseudo-sequence HLA-A26:01. The binding affinity (normalized) is 0.177. (6) The peptide sequence is SYYPDQKSL. The binding affinity (normalized) is 0.799. The MHC is HLA-A24:03 with pseudo-sequence HLA-A24:03.